Dataset: Experimentally validated miRNA-target interactions with 360,000+ pairs, plus equal number of negative samples. Task: Binary Classification. Given a miRNA mature sequence and a target amino acid sequence, predict their likelihood of interaction. (1) The miRNA is hsa-miR-5192 with sequence AGGAGAGUGGAUUCCAGGUGGU. The protein sequence of the target gene is MKTKNRPPRRRAPVQDTEATPGEGTPDGSLPNPGPEPAKGLRSRPARAAARAPGEGRRRRPGPSGPGGRRDSSIQRRLESNERERQRMHKLNNAFQALREVIPHVRADKKLSKIETLTLAKNYIKSLTATILTMSSSRLPGLEGPGPKLYQHYQQQQQVAGGALGATEAQPQGHLQRYSTQIHSFREGT. Result: 1 (interaction). (2) The miRNA is hsa-miR-20a-5p with sequence UAAAGUGCUUAUAGUGCAGGUAG. The protein sequence of the target gene is MDVKERKPYRSLTRRRDAERRYTSSSADSEEGKGPQKSYSSSETLKAYDQDARLAYGSRVKDMVPQEAEEFCRTGTNFTLRELGLGEMTPPHGTLYRTDIGLPHCGYSMGASSDADLEADTVLSPEHPVRLWGRSTRSGRSSCLSSRANSNLTLTDTEHENTETDHPSSLQNHPRLRTPPPPLPHAHTPNQHHAASINSLNRGNFTPRSNPSPAPTDHSLSGEPPAGSAQEPTHAQDNWLLNSNIPLETRNLGKQPFLGTLQDNLIEMDILSASRHDGAYSDGHFLFKPGGTSPLFCTTS.... Result: 0 (no interaction).